Dataset: Full USPTO retrosynthesis dataset with 1.9M reactions from patents (1976-2016). Task: Predict the reactants needed to synthesize the given product. The reactants are: [ClH:1].[N:2]1[CH:7]=[CH:6][CH:5]=[CH:4][C:3]=1[C:8]#[C:9][CH2:10][CH2:11][N:12]1[N:16]=[C:15]2[CH:17]=[CH:18][CH:19]=[CH:20][C:14]2=[N:13]1. Given the product [ClH:1].[N:2]1[CH:7]=[CH:6][CH:5]=[CH:4][C:3]=1[C:8]#[C:9][CH2:10][CH2:11][N:12]1[N:16]=[C:15]2[CH:17]=[CH:18][CH:19]=[CH:20][C:14]2=[N:13]1, predict the reactants needed to synthesize it.